Dataset: Catalyst prediction with 721,799 reactions and 888 catalyst types from USPTO. Task: Predict which catalyst facilitates the given reaction. Reactant: [C:1]([O:5][C:6]([N:8]1[C:16]2[C:11](=[CH:12][C:13]([O:17][CH2:18][C:19]3[CH:24]=[CH:23][CH:22]=[CH:21][CH:20]=3)=[CH:14][CH:15]=2)[C:10]([C:25]2[N:26]([C:38]([O:40][C:41]([CH3:44])([CH3:43])[CH3:42])=[O:39])[C:27]3[C:32]([CH:33]=2)=[CH:31][C:30]([O:34][CH2:35][CH2:36]Br)=[CH:29][CH:28]=3)=[N:9]1)=[O:7])([CH3:4])([CH3:3])[CH3:2].[I-].[K+].[NH:47]1[CH2:52][CH2:51][O:50][CH2:49][CH2:48]1.C(=O)([O-])[O-].[K+].[K+]. Product: [C:1]([O:5][C:6]([N:8]1[C:16]2[C:11](=[CH:12][C:13]([O:17][CH2:18][C:19]3[CH:24]=[CH:23][CH:22]=[CH:21][CH:20]=3)=[CH:14][CH:15]=2)[C:10]([C:25]2[N:26]([C:38]([O:40][C:41]([CH3:44])([CH3:43])[CH3:42])=[O:39])[C:27]3[C:32]([CH:33]=2)=[CH:31][C:30]([O:34][CH2:35][CH2:36][N:47]2[CH2:52][CH2:51][O:50][CH2:49][CH2:48]2)=[CH:29][CH:28]=3)=[N:9]1)=[O:7])([CH3:4])([CH3:3])[CH3:2]. The catalyst class is: 245.